Regression/Classification. Given a drug SMILES string, predict its absorption, distribution, metabolism, or excretion properties. Task type varies by dataset: regression for continuous measurements (e.g., permeability, clearance, half-life) or binary classification for categorical outcomes (e.g., BBB penetration, CYP inhibition). For this dataset (lipophilicity_astrazeneca), we predict Y. From a dataset of Experimental lipophilicity measurements (octanol/water distribution) for 4,200 compounds from AstraZeneca. The compound is CC(=O)Nc1ccc2ccn(-c3cc(NCCCN4CCCC4)n4ncc(C#N)c4n3)c2c1. The Y is 1.87 logD.